Predict the reaction yield, written as a fraction of the theoretical maximum amount of product (1.0 means a 100% yield; for example, 0.34 means a 34% yield). From a dataset of Reaction yield outcomes from USPTO patents with 853,638 reactions. (1) The reactants are [C:1]([O:5][C:6]([NH:8][C@@H:9]([CH2:13][C:14]1[CH:19]=[CH:18][C:17]([N+:20]([O-:22])=[O:21])=[CH:16][CH:15]=1)[C:10]([OH:12])=O)=[O:7])([CH3:4])([CH3:3])[CH3:2].C(N(CC)CC)C.ClC(OCC(C)C)=O.[N+:38](=[CH2:40])=[N-:39]. The catalyst is C1COCC1.CCOCC. The product is [C:1]([O:5][C:6](=[O:7])[NH:8][C@@H:9]([CH2:13][C:14]1[CH:19]=[CH:18][C:17]([N+:20]([O-:22])=[O:21])=[CH:16][CH:15]=1)[C:10](=[O:12])[CH:40]=[N+:38]=[N-:39])([CH3:2])([CH3:3])[CH3:4]. The yield is 0.820. (2) The reactants are [NH2:1][C:2](=O)[C@H:3]([NH:5][C:6](=[O:12])[O:7][C:8]([CH3:11])([CH3:10])[CH3:9])[CH3:4].CC1C=CC(S(Cl)(=O)=O)=CC=1.N1C=CC=CC=1.C(OC(=O)C)(=O)C. The catalyst is C(Cl)Cl. The product is [C:2]([C@H:3]([NH:5][C:6](=[O:12])[O:7][C:8]([CH3:11])([CH3:10])[CH3:9])[CH3:4])#[N:1]. The yield is 0.372. (3) The reactants are [N+:1]([C:4]1[CH:5]=[N:6][N:7]([C:9]([O:11][C:12]([CH3:15])([CH3:14])[CH3:13])=[O:10])[CH:8]=1)([O-])=O. The catalyst is [Pd].CO. The product is [NH2:1][C:4]1[CH:5]=[N:6][N:7]([C:9]([O:11][C:12]([CH3:15])([CH3:14])[CH3:13])=[O:10])[CH:8]=1. The yield is 0.720. (4) The reactants are [NH2:1][C:2]1[N:27]=[C:5]2[CH:6]=[CH:7][C:8]([O:10][C:11]3[CH:12]=[C:13]([NH:17][C:18]([C:20]4[C:25]([CH3:26])=[CH:24][CH:23]=[CH:22][N:21]=4)=[O:19])[CH:14]=[CH:15][CH:16]=3)=[CH:9][N:4]2[N:3]=1.[CH:28]1([C:31](Cl)=[O:32])[CH2:30][CH2:29]1. The catalyst is CN(C)C(=O)C.C(=O)([O-])O.[Na+]. The product is [CH:28]1([C:31]([NH:1][C:2]2[N:27]=[C:5]3[CH:6]=[CH:7][C:8]([O:10][C:11]4[CH:12]=[C:13]([NH:17][C:18]([C:20]5[C:25]([CH3:26])=[CH:24][CH:23]=[CH:22][N:21]=5)=[O:19])[CH:14]=[CH:15][CH:16]=4)=[CH:9][N:4]3[N:3]=2)=[O:32])[CH2:30][CH2:29]1. The yield is 0.770. (5) The reactants are [NH:1]1[C:9]2[C:4](=[CH:5][CH:6]=[CH:7][CH:8]=2)[CH:3]=[CH:2]1.[OH-].[Na+].[C:12]([N:15]1[CH2:21][CH2:20][C:19]2[CH:22]=[C:23]([S:26](Cl)(=[O:28])=[O:27])[CH:24]=[CH:25][C:18]=2[CH2:17][CH2:16]1)(=[O:14])[CH3:13].S(Cl)(Cl)(=O)=O. The catalyst is O1CCCC1.[OH-].C([N+](CCCC)(CCCC)CCCC)CCC.C(OCC)(=O)C.O. The product is [N:1]1([S:26]([C:23]2[CH:24]=[CH:25][C:18]3[CH2:17][CH2:16][N:15]([C:12](=[O:14])[CH3:13])[CH2:21][CH2:20][C:19]=3[CH:22]=2)(=[O:27])=[O:28])[C:9]2[C:4](=[CH:5][CH:6]=[CH:7][CH:8]=2)[CH:3]=[CH:2]1. The yield is 0.820.